Task: Predict the reactants needed to synthesize the given product.. Dataset: Full USPTO retrosynthesis dataset with 1.9M reactions from patents (1976-2016) (1) The reactants are: [C:1]([NH:6][C:7]1[NH:8][C:9](=[O:31])[C:10]2[N:11]=[CH:12][N:13]([C:29]=2[N:30]=1)[C@@H:14]1[O:28][C@H:25]([CH2:26][OH:27])[C@@H:23]([OH:24])[C@H:15]1[O:16][CH2:17][CH2:18][O:19][N:20]([CH3:22])[CH3:21])(=[O:5])[CH:2]([CH3:4])[CH3:3].[C:32](Cl)([C:49]1[CH:54]=[CH:53][CH:52]=[CH:51][CH:50]=1)([C:41]1[CH:48]=[CH:47][C:44]([O:45][CH3:46])=[CH:43][CH:42]=1)[C:33]1[CH:40]=[CH:39][C:36]([O:37][CH3:38])=[CH:35][CH:34]=1.CO. Given the product [CH3:46][O:45][C:44]1[CH:43]=[CH:42][C:41]([C:32]([O:27][CH2:26][C@H:25]2[O:28][C@@H:14]([N:13]3[C:29]4[N:30]=[C:7]([NH:6][C:1](=[O:5])[CH:2]([CH3:4])[CH3:3])[NH:8][C:9](=[O:31])[C:10]=4[N:11]=[CH:12]3)[C@H:15]([O:16][CH2:17][CH2:18][O:19][N:20]([CH3:22])[CH3:21])[C@@H:23]2[OH:24])([C:49]2[CH:50]=[CH:51][CH:52]=[CH:53][CH:54]=2)[C:33]2[CH:40]=[CH:39][C:36]([O:37][CH3:38])=[CH:35][CH:34]=2)=[CH:48][CH:47]=1, predict the reactants needed to synthesize it. (2) The reactants are: C([O:8][C:9]1[CH:14]=[C:13]([O:15][CH2:16][O:17][CH3:18])[CH:12]=[CH:11][C:10]=1/[CH:19]=[CH:20]/[C:21]([O:23][CH2:24][CH3:25])=[O:22])C1C=CC=CC=1. Given the product [OH:8][C:9]1[CH:14]=[C:13]([O:15][CH2:16][O:17][CH3:18])[CH:12]=[CH:11][C:10]=1[CH2:19][CH2:20][C:21]([O:23][CH2:24][CH3:25])=[O:22], predict the reactants needed to synthesize it.